This data is from Full USPTO retrosynthesis dataset with 1.9M reactions from patents (1976-2016). The task is: Predict the reactants needed to synthesize the given product. (1) Given the product [NH2:22][C:20]1[CH:21]=[C:16]2[O:15][N:14]=[C:13]([N:4]3[C:5](=[O:12])[C:6]4[C:11](=[CH:10][CH:9]=[CH:8][CH:7]=4)[C:3]3=[O:2])[C:17]2=[N:18][CH:19]=1, predict the reactants needed to synthesize it. The reactants are: Cl.[O:2]=[C:3]1[C:11]2[C:6](=[CH:7][CH:8]=[CH:9][CH:10]=2)[C:5](=[O:12])[N:4]1[C:13]1[C:17]2=[N:18][CH:19]=[C:20]([NH:22]C(=O)OC(C)(C)C)[CH:21]=[C:16]2[O:15][N:14]=1. (2) The reactants are: [C:1]([CH2:4][CH2:5][CH2:6][O:7][C:8]1[CH:13]=[CH:12][C:11]([S:14]([C:17]2([C:23]([O:25]C(C)(C)C)=O)[CH2:22][CH2:21][O:20][CH2:19][CH2:18]2)(=[O:16])=[O:15])=[CH:10][CH:9]=1)(O)=[O:2].Cl.CN(C)CCCN=C=NCC.[OH:42][N:43]1C2C=CC=CC=2N=N1.[NH2:52][C:53]1[CH:58]=[CH:57][CH:56]=[CH:55][C:54]=1O.CN1CCOCC1. Given the product [O:2]1[C:54]2[CH:55]=[CH:56][CH:57]=[CH:58][C:53]=2[N:52]=[C:1]1[CH2:4][CH2:5][CH2:6][O:7][C:8]1[CH:9]=[CH:10][C:11]([S:14]([C:17]2([C:23]([NH:43][OH:42])=[O:25])[CH2:18][CH2:19][O:20][CH2:21][CH2:22]2)(=[O:15])=[O:16])=[CH:12][CH:13]=1, predict the reactants needed to synthesize it.